This data is from Reaction yield outcomes from USPTO patents with 853,638 reactions. The task is: Predict the reaction yield, written as a fraction of the theoretical maximum amount of product (1.0 means a 100% yield; for example, 0.34 means a 34% yield). (1) The reactants are [Cl:1][C:2]1[CH:3]=[CH:4][C:5]([O:17][CH3:18])=[C:6]([C:8](=O)[CH2:9][CH2:10][CH:11]2OCCO2)[CH:7]=1.[CH2:19]([O:21][C:22](=[O:30])[C:23]1[CH:28]=[CH:27][CH:26]=[C:25]([NH2:29])[CH:24]=1)[CH3:20].CC1C=CC(S(O)(=O)=O)=CC=1. The catalyst is CN1CCCC1=O.CCOC(C)=O. The product is [CH2:19]([O:21][C:22](=[O:30])[C:23]1[CH:28]=[CH:27][CH:26]=[C:25]([N:29]2[CH:11]=[CH:10][CH:9]=[C:8]2[C:6]2[CH:7]=[C:2]([Cl:1])[CH:3]=[CH:4][C:5]=2[O:17][CH3:18])[CH:24]=1)[CH3:20]. The yield is 0.440. (2) The reactants are C([O:3][C:4](=[O:27])[CH2:5][CH:6]1[O:10][B:9]([OH:11])[C:8]2[CH:12]=[C:13]([O:17][C:18]3[CH:23]=[N:22][C:21]([C:24](=[NH:26])[NH2:25])=[CH:20][N:19]=3)[CH:14]=[C:15]([CH3:16])[C:7]1=2)C.O.[OH-].[Li+].Cl. The catalyst is C1COCC1.CO.O. The product is [C:24]([C:21]1[N:22]=[CH:23][C:18]([O:17][C:13]2[CH:14]=[C:15]([CH3:16])[C:7]3[CH:6]([CH2:5][C:4]([OH:27])=[O:3])[O:10][B:9]([OH:11])[C:8]=3[CH:12]=2)=[N:19][CH:20]=1)(=[NH:25])[NH2:26]. The yield is 0.490. (3) The reactants are [CH3:1][C@H:2]1[C@@H:7]([N:8]([C:10]2[N:18]=[CH:17][N:16]=[C:15]3[C:11]=2[CH:12]=[CH:13][NH:14]3)[CH3:9])[CH2:6][N:5]([C:19]([CH2:21][C:22]#[N:23])=[O:20])[CH2:4][CH2:3]1.Cl.O.[C:26]([OH:38])(=[O:37])[CH2:27][C:28]([CH2:33][C:34]([OH:36])=[O:35])([C:30]([OH:32])=[O:31])[OH:29].O.[OH-].[Li+]. The catalyst is O. The product is [CH3:1][C@H:2]1[C@@H:7]([N:8]([C:10]2[N:18]=[CH:17][N:16]=[C:15]3[C:11]=2[CH:12]=[CH:13][NH:14]3)[CH3:9])[CH2:6][N:5]([C:19]([CH2:21][C:22]#[N:23])=[O:20])[CH2:4][CH2:3]1.[CH2:33]([C:28]([OH:29])([C:30]([OH:32])=[O:31])[CH2:27][C:26]([OH:38])=[O:37])[C:34]([OH:36])=[O:35]. The yield is 0.870. (4) The reactants are ClC1C=C(C2ON=C(CN3CCCCN4C(C5C=CN=CC=5)=NN=C34)N=2)C=CC=1.Cl[CH2:31][C:32]1[N:36]=[C:35]([C:37]2[CH:42]=[CH:41][CH:40]=[C:39]([Cl:43])[CH:38]=2)[O:34][N:33]=1.[F:44][C:45]([F:57])([F:56])[C:46]1[N:50]2[CH2:51][CH2:52][CH2:53][CH2:54][NH:55][C:49]2=[N:48][N:47]=1. The catalyst is CC(=O)OCC. The product is [Cl:43][C:39]1[CH:38]=[C:37]([C:35]2[O:34][N:33]=[C:32]([CH2:31][N:55]3[CH2:54][CH2:53][CH2:52][CH2:51][N:50]4[C:46]([C:45]([F:57])([F:44])[F:56])=[N:47][N:48]=[C:49]34)[N:36]=2)[CH:42]=[CH:41][CH:40]=1. The yield is 0.610. (5) The reactants are Br[CH2:2]/[CH:3]=[CH:4]/[C:5]([OH:7])=O.[N:8]1([C:14]([N:16]2[CH2:20][CH2:19][CH2:18][CH2:17]2)=[O:15])[CH2:13][CH2:12][NH:11][CH2:10][CH2:9]1.CCN(C(C)C)C(C)C.[Cl:30][C:31]1[CH:32]=[C:33]([NH:38][C:39]2[C:40]3[C:47]4[CH2:48][CH2:49][NH:50][CH2:51][C:46]=4[S:45][C:41]=3[N:42]=[CH:43][N:44]=2)[CH:34]=[CH:35][C:36]=1[Cl:37].CCN=C=NCCCN(C)C. The catalyst is C(Cl)Cl.O. The product is [Cl:30][C:31]1[CH:32]=[C:33]([NH:38][C:39]2[C:40]3[C:47]4[CH2:48][CH2:49][N:50]([C:5](=[O:7])/[CH:4]=[CH:3]/[CH2:2][N:11]5[CH2:10][CH2:9][N:8]([C:14]([N:16]6[CH2:17][CH2:18][CH2:19][CH2:20]6)=[O:15])[CH2:13][CH2:12]5)[CH2:51][C:46]=4[S:45][C:41]=3[N:42]=[CH:43][N:44]=2)[CH:34]=[CH:35][C:36]=1[Cl:37]. The yield is 0.100. (6) The reactants are N[C@H:2]([C:7]([OH:9])=[O:8])[C:3]([CH3:6])([CH3:5])[CH3:4].N([O-])=[O:11].[Na+]. The catalyst is S(=O)(=O)(O)O.O. The product is [OH:11][C@@H:2]([C:3]([CH3:6])([CH3:5])[CH3:4])[C:7]([OH:9])=[O:8]. The yield is 0.650. (7) The reactants are C([O:4][C:5]1[CH:10]=[CH:9][C:8]([C:11]2[C:15]([NH:16][C:17]([O:19][CH:20]([C:22]3[CH:27]=[CH:26][CH:25]=[CH:24][C:23]=3[Cl:28])[CH3:21])=[O:18])=[CH:14][O:13][N:12]=2)=[CH:7][CH:6]=1)(=O)C.[OH-].[Na+]. The catalyst is O1CCCC1. The product is [OH:4][C:5]1[CH:6]=[CH:7][C:8]([C:11]2[C:15]([NH:16][C:17](=[O:18])[O:19][CH:20]([C:22]3[CH:27]=[CH:26][CH:25]=[CH:24][C:23]=3[Cl:28])[CH3:21])=[CH:14][O:13][N:12]=2)=[CH:9][CH:10]=1. The yield is 0.960. (8) The reactants are Cl.C([N:9]1[CH2:13][CH2:12][C@@H:11]([C:14]([C:27]#[N:28])([C:21]2[CH:26]=[CH:25][CH:24]=[CH:23][CH:22]=2)[C:15]2[CH:20]=[CH:19][CH:18]=[CH:17][CH:16]=2)[CH2:10]1)C1C=CC=CC=1.C([O-])=O.[NH4+].O. The catalyst is CO.[Pd]. The product is [C:27]([C:14]([C@@H:11]1[CH2:12][CH2:13][NH:9][CH2:10]1)([C:21]1[CH:22]=[CH:23][CH:24]=[CH:25][CH:26]=1)[C:15]1[CH:20]=[CH:19][CH:18]=[CH:17][CH:16]=1)#[N:28]. The yield is 0.997. (9) The reactants are [H-].[Al+3].[Li+].[H-].[H-].[H-].C([O:9][C:10](=O)[CH2:11][CH2:12][C:13]1[CH:18]=[CH:17][CH:16]=[C:15]([CH2:19][CH2:20][C:21](OCC)=[O:22])[CH:14]=1)C. The catalyst is C1COCC1. The product is [OH:9][CH2:10][CH2:11][CH2:12][C:13]1[CH:14]=[C:15]([CH2:19][CH2:20][CH2:21][OH:22])[CH:16]=[CH:17][CH:18]=1. The yield is 0.810.